Task: Predict the product of the given reaction.. Dataset: Forward reaction prediction with 1.9M reactions from USPTO patents (1976-2016) (1) Given the reactants [CH:1]1([C:6]2[C:7]([O:28][C:29]([O:31][CH3:32])=[O:30])=[CH:8][C:9]([N+:25]([O-])=O)=[C:10]([C:12]3[CH2:13][CH2:14][N:15]([C:18]([O:20][C:21]([CH3:24])([CH3:23])[CH3:22])=[O:19])[CH2:16][CH:17]=3)[CH:11]=2)[CH2:5][CH2:4][CH2:3][CH2:2]1, predict the reaction product. The product is: [NH2:25][C:9]1[CH:8]=[C:7]([O:28][C:29]([O:31][CH3:32])=[O:30])[C:6]([CH:1]2[CH2:2][CH2:3][CH2:4][CH2:5]2)=[CH:11][C:10]=1[CH:12]1[CH2:13][CH2:14][N:15]([C:18]([O:20][C:21]([CH3:24])([CH3:23])[CH3:22])=[O:19])[CH2:16][CH2:17]1. (2) Given the reactants [Cl:1][C:2]1[CH:7]=[C:6]([F:8])[CH:5]=[CH:4][C:3]=1[C:9]1[N:13]([CH3:14])[N:12]=[C:11]([CH3:15])[C:10]=1C(O)=O.C1(P(N=[N+]=[N-])(C2C=CC=CC=2)=O)C=CC=CC=1.C([N:38]([CH2:41]C)CC)C.[CH3:43][OH:44].[OH2:45], predict the reaction product. The product is: [Cl:1][C:2]1[CH:7]=[C:6]([F:8])[CH:5]=[CH:4][C:3]=1[C:9]1[N:13]([CH3:14])[N:12]=[C:11]([CH3:15])[C:10]=1[NH:38][C:41](=[O:45])[O:44][CH3:43]. (3) Given the reactants [C:1](=O)([O-])[O-].[Na+].[Na+].[Br:7][C:8]1[CH:40]=[CH:39][C:11]([CH2:12][O:13][C:14]2[CH:19]=[CH:18][C:17]([O:20][C:21]([F:24])([F:23])[F:22])=[CH:16][C:15]=2[CH2:25][CH2:26][NH:27][CH2:28][C:29]2[CH:38]=[CH:37][C:32]([C:33]([O:35][CH3:36])=[O:34])=[CH:31][CH:30]=2)=[CH:10][CH:9]=1.Br[CH2:42][CH2:43][CH2:44][CH2:45][C:46]([O:48][CH3:49])=[O:47], predict the reaction product. The product is: [Br:7][C:8]1[CH:9]=[CH:10][C:11]([CH2:12][O:13][C:14]2[CH:19]=[CH:18][C:17]([O:20][C:21]([F:24])([F:22])[F:23])=[CH:16][C:15]=2[CH2:25][CH2:26][N:27]([CH2:28][C:29]2[CH:30]=[CH:31][C:32]([C:33]([O:35][CH3:36])=[O:34])=[CH:37][CH:38]=2)[CH2:42][CH2:43][CH2:44][CH2:45][C:46]([O:48][CH2:49][CH3:1])=[O:47])=[CH:39][CH:40]=1. (4) The product is: [CH3:14][C:12]1[CH:11]=[C:4]([CH:3]=[C:2]([CH3:1])[CH:13]=1)[O:5][CH2:6][CH:7]1[O:10][C:16](=[O:17])[NH:15][CH2:8]1. Given the reactants [CH3:1][C:2]1[CH:3]=[C:4]([CH:11]=[C:12]([CH3:14])[CH:13]=1)[O:5][CH2:6][CH:7]([OH:10])[CH2:8]O.[NH2:15][C:16](N)=[O:17], predict the reaction product. (5) Given the reactants [F:1][C:2]1[CH:10]=[C:9]2[C:5]([CH:6]=[N:7][NH:8]2)=[CH:4][C:3]=1[NH2:11].[Cl:12][C:13]1[CH:18]=[CH:17][C:16]([CH:19]2[CH2:24][C:23](=[O:25])[NH:22][C:21]([CH3:26])=[C:20]2[C:27](O)=[O:28])=[CH:15][C:14]=1[O:30][CH3:31].C(Cl)CCl.CCN(CC)CC, predict the reaction product. The product is: [Cl:12][C:13]1[CH:18]=[CH:17][C:16]([CH:19]2[CH2:24][C:23](=[O:25])[NH:22][C:21]([CH3:26])=[C:20]2[C:27]([NH:11][C:3]2[CH:4]=[C:5]3[C:9](=[CH:10][C:2]=2[F:1])[NH:8][N:7]=[CH:6]3)=[O:28])=[CH:15][C:14]=1[O:30][CH3:31]. (6) Given the reactants [N:1]1[CH:6]=[CH:5][CH:4]=[CH:3][C:2]=1[C:7]1[N:8]=[C:9]([NH:14][C:15]2[N:20]=[CH:19][CH:18]=[CH:17][N:16]=2)[S:10][C:11]=1[CH2:12][OH:13].N1C=CC=CC=1.[C:27](OC(=O)C)(=[O:29])[CH3:28], predict the reaction product. The product is: [C:27]([O:13][CH2:12][C:11]1[S:10][C:9]([NH:14][C:15]2[N:16]=[CH:17][CH:18]=[CH:19][N:20]=2)=[N:8][C:7]=1[C:2]1[CH:3]=[CH:4][CH:5]=[CH:6][N:1]=1)(=[O:29])[CH3:28]. (7) Given the reactants [NH2:1][C:2]([C:4]1[CH:9]=[CH:8][CH:7]=[CH:6][C:5]=1[NH:10][CH:11]1[CH2:16][CH2:15][N:14](C(OC(C)(C)C)=O)[CH2:13][CH2:12]1)=[O:3].N1CCC(NC2C=C(C=CC=2)C#N)CC1, predict the reaction product. The product is: [NH:14]1[CH2:13][CH2:12][CH:11]([NH:10][C:5]2[CH:6]=[CH:7][CH:8]=[CH:9][C:4]=2[C:2]([NH2:1])=[O:3])[CH2:16][CH2:15]1. (8) Given the reactants [CH2:1]([O:8][CH2:9][C:10]1[CH:15]=[C:14](Cl)[N:13]=[C:12]([C:17]2[CH:22]=[CH:21][CH:20]=[CH:19][CH:18]=2)[N:11]=1)[C:2]1[CH:7]=[CH:6][CH:5]=[CH:4][CH:3]=1.C(O[Na])(C)=O, predict the reaction product. The product is: [C:17]1([C:12]2[N:11]=[C:10]([CH2:9][O:8][CH2:1][C:2]3[CH:3]=[CH:4][CH:5]=[CH:6][CH:7]=3)[CH:15]=[CH:14][N:13]=2)[CH:22]=[CH:21][CH:20]=[CH:19][CH:18]=1. (9) Given the reactants Br[CH2:2][C@H:3]1[CH2:8][CH2:7][C@H:6]([N:9]2[C:14]3[C:15]4[CH:21]=[CH:20][N:19]([CH2:22][O:23][CH2:24][CH2:25][Si:26]([CH3:29])([CH3:28])[CH3:27])[C:16]=4[N:17]=[CH:18][C:13]=3[C:12](=[O:30])[NH:11][CH2:10]2)[CH2:5][CH2:4]1.C[Si]([N:35]=[N+:36]=[N-:37])(C)C.[F-].C([N+](CCCC)(CCCC)CCCC)CCC.O, predict the reaction product. The product is: [N:35]([CH2:2][C@H:3]1[CH2:8][CH2:7][C@H:6]([N:9]2[C:14]3[C:15]4[CH:21]=[CH:20][N:19]([CH2:22][O:23][CH2:24][CH2:25][Si:26]([CH3:29])([CH3:28])[CH3:27])[C:16]=4[N:17]=[CH:18][C:13]=3[C:12](=[O:30])[NH:11][CH2:10]2)[CH2:5][CH2:4]1)=[N+:36]=[N-:37].